From a dataset of Full USPTO retrosynthesis dataset with 1.9M reactions from patents (1976-2016). Predict the reactants needed to synthesize the given product. (1) Given the product [CH3:9][C:7]1([CH3:8])[C:3]([CH3:16])([CH3:2])[O:4][B:5]([C:10]2[CH2:11][CH2:12][N:13]([CH2:19][CH2:18][C:17]([O:21][C:22]([CH3:25])([CH3:24])[CH3:23])=[O:20])[CH2:14][CH:15]=2)[O:6]1, predict the reactants needed to synthesize it. The reactants are: Cl.[CH3:2][C:3]1([CH3:16])[C:7]([CH3:9])([CH3:8])[O:6][B:5]([C:10]2[CH2:11][CH2:12][NH:13][CH2:14][CH:15]=2)[O:4]1.[C:17]([O:21][C:22]([CH3:25])([CH3:24])[CH3:23])(=[O:20])[CH:18]=[CH2:19].C(=O)([O-])[O-].[K+].[K+].C(#N)C. (2) Given the product [OH:12][C:8]1[CH:9]=[C:10]2[C:5]([CH:4]=[CH:3][C:2]([NH:1][C:18](=[O:19])[O:17][C:13]([CH3:16])([CH3:15])[CH3:14])=[CH:11]2)=[CH:6][CH:7]=1, predict the reactants needed to synthesize it. The reactants are: [NH2:1][C:2]1[CH:11]=[C:10]2[C:5]([CH:6]=[CH:7][C:8]([OH:12])=[CH:9]2)=[CH:4][CH:3]=1.[C:13]([O:17][C:18](=O)[O:19]C(C)(C)C)([CH3:16])([CH3:15])[CH3:14].O. (3) Given the product [O:1]1[CH2:5][CH2:4][CH2:3][CH:2]1[CH2:6][CH2:7][C:8]([OH:10])=[O:9], predict the reactants needed to synthesize it. The reactants are: [O:1]1[CH:5]=[CH:4][CH:3]=[C:2]1/[CH:6]=[CH:7]/[C:8]([OH:10])=[O:9]. (4) Given the product [Br:1][C:2]1[CH:7]=[C:6]([B:12]2[O:16][C:15]([CH3:18])([CH3:17])[C:14]([CH3:20])([CH3:19])[O:13]2)[CH:5]=[C:4]([S:8]([CH3:11])(=[O:10])=[O:9])[CH:3]=1, predict the reactants needed to synthesize it. The reactants are: [Br:1][C:2]1[CH:7]=[CH:6][CH:5]=[C:4]([S:8]([CH3:11])(=[O:10])=[O:9])[CH:3]=1.[B:12]1([B:12]2[O:16][C:15]([CH3:18])([CH3:17])[C:14]([CH3:20])([CH3:19])[O:13]2)[O:16][C:15]([CH3:18])([CH3:17])[C:14]([CH3:20])([CH3:19])[O:13]1.C(C1C=CN=C(C2C=C(C(C)(C)C)C=CN=2)C=1)(C)(C)C. (5) The reactants are: FC1C=CC([C:8]2[C:9](=[O:23])[N:10]([CH3:22])[C:11](SC)=[N:12][C:13]=2[C:14]2[CH:19]=[CH:18][N:17]=[CH:16][CH:15]=2)=CC=1.[F:24][C:25]1[CH:30]=[CH:29][CH:28]=[CH:27][C:26]=1C(N)CCN. Given the product [F:24][C:25]1[CH:30]=[CH:29][C:28]([C:11]2[N:10]([CH3:22])[C:9](=[O:23])[CH:8]=[C:13]([C:14]3[CH:15]=[CH:16][N:17]=[CH:18][CH:19]=3)[N:12]=2)=[CH:27][CH:26]=1, predict the reactants needed to synthesize it. (6) The reactants are: [NH2:1][CH2:2][CH2:3][CH2:4][N:5]1[C:17]2[C:16]3[CH:15]=[CH:14][CH:13]=[CH:12][C:11]=3[N:10]=[C:9]([NH2:18])[C:8]=2[N:7]=[C:6]1[CH2:19][CH2:20][O:21][CH3:22].[CH:23]([C:25]1[CH:36]=[CH:35][C:28]([O:29][CH2:30][C:31]([O:33][CH3:34])=[O:32])=[CH:27][CH:26]=1)=O. Given the product [NH2:18][C:9]1[C:8]2[N:7]=[C:6]([CH2:19][CH2:20][O:21][CH3:22])[N:5]([CH2:4][CH2:3][CH2:2][NH:1][CH2:23][C:25]3[CH:36]=[CH:35][C:28]([O:29][CH2:30][C:31]([O:33][CH3:34])=[O:32])=[CH:27][CH:26]=3)[C:17]=2[C:16]2[CH:15]=[CH:14][CH:13]=[CH:12][C:11]=2[N:10]=1, predict the reactants needed to synthesize it. (7) Given the product [CH2:18]([C:7]1([C:13]2[S:14][CH:15]=[CH:16][CH:17]=2)[C:6]2[CH:20]=[C:2]([C:22]3[S:26][C:25]([C:27]#[N:28])=[CH:24][C:23]=3[CH3:29])[CH:3]=[CH:4][C:5]=2[NH:11][C:10](=[O:12])[CH2:9][O:8]1)[CH3:19], predict the reactants needed to synthesize it. The reactants are: Br[C:2]1[CH:3]=[CH:4][C:5]2[NH:11][C:10](=[O:12])[CH2:9][O:8][C:7]([CH2:18][CH3:19])([C:13]3[S:14][CH:15]=[CH:16][CH:17]=3)[C:6]=2[CH:20]=1.Br[C:22]1[S:26][C:25]([C:27]#[N:28])=[CH:24][C:23]=1[CH3:29].